From a dataset of Reaction yield outcomes from USPTO patents with 853,638 reactions. Predict the reaction yield, written as a fraction of the theoretical maximum amount of product (1.0 means a 100% yield; for example, 0.34 means a 34% yield). (1) The reactants are [NH2:1][C:2]1[N:7]=[CH:6][N:5]=[C:4]2[N:8]([CH:12]([C:14]3[CH:21]=[C:20]([Cl:22])[C:17]([C:18]#[N:19])=[C:16]([CH:23]4[CH2:26][NH:25][CH2:24]4)[C:15]=3[O:27][CH3:28])[CH3:13])[N:9]=[C:10]([CH3:11])[C:3]=12.C(N(CC)CC)C.Cl[C:37]([O:39][CH3:40])=[O:38]. The catalyst is ClCCl.CO. The product is [NH2:1][C:2]1[N:7]=[CH:6][N:5]=[C:4]2[N:8]([CH:12]([C:14]3[C:15]([O:27][CH3:28])=[C:16]([CH:23]4[CH2:24][N:25]([C:37]([O:39][CH3:40])=[O:38])[CH2:26]4)[C:17]([C:18]#[N:19])=[C:20]([Cl:22])[CH:21]=3)[CH3:13])[N:9]=[C:10]([CH3:11])[C:3]=12. The yield is 0.520. (2) The reactants are Cl.C(OC([N:9]1[CH2:14][CH2:13][N:12]([C:15]2[CH:20]=[CH:19][C:18](/[CH:21]=[CH:22]/[C:23]3[CH:28]=[C:27]([Cl:29])[CH:26]=[C:25]([CH2:30][N:31]4[CH:35]=[CH:34][N:33]=[CH:32]4)[CH:24]=3)=[CH:17][CH:16]=2)[CH2:11][CH2:10]1)=O)(C)(C)C. The catalyst is O1CCOCC1. The product is [ClH:29].[N:31]1([CH2:30][C:25]2[CH:24]=[C:23]([CH:28]=[C:27]([Cl:29])[CH:26]=2)/[CH:22]=[CH:21]/[C:18]2[CH:19]=[CH:20][C:15]([N:12]3[CH2:11][CH2:10][NH:9][CH2:14][CH2:13]3)=[CH:16][CH:17]=2)[CH:35]=[CH:34][N:33]=[CH:32]1. The yield is 0.630. (3) The reactants are [C:1]([C:3]1[N:4](C(OC(C)(C)C)=O)[C:5]([C:8]2[CH:9]=[CH:10][C:11]3[NH:16][C:15](=[S:17])[O:14][C:13]([CH3:19])([CH3:18])[C:12]=3[CH:20]=2)=[CH:6][CH:7]=1)#[N:2].CC[O-].[Na+]. The catalyst is C1COCC1.CCO. The product is [CH3:18][C:13]1([CH3:19])[C:12]2[CH:20]=[C:8]([C:5]3[NH:4][C:3]([C:1]#[N:2])=[CH:7][CH:6]=3)[CH:9]=[CH:10][C:11]=2[NH:16][C:15](=[S:17])[O:14]1. The yield is 0.730. (4) The reactants are C(=O)([O-])[O-:2].[K+].[K+].[Br:7][C:8]1[NH:9][C:10]([Br:14])=[C:11]([CH3:13])[N:12]=1.[CH3:15][C:16]1[CH:21]=CC([N+]([O-])=O)=[CH:18][C:17]=1[S:25](Cl)(=[O:27])=[O:26].[OH2:29].[C:30](#[N:32])[CH3:31]. No catalyst specified. The product is [CH3:21][C:16]1[CH:15]=[C:30]([N+:32]([O-:2])=[O:29])[CH:31]=[CH:18][C:17]=1[S:25]([N:12]1[C:11]([CH3:13])=[C:10]([Br:14])[N:9]=[C:8]1[Br:7])(=[O:27])=[O:26]. The yield is 0.510.